Dataset: Catalyst prediction with 721,799 reactions and 888 catalyst types from USPTO. Task: Predict which catalyst facilitates the given reaction. Reactant: [NH:1]1[CH:5]=[C:4]([CH:6]=[O:7])[N:3]=[CH:2]1.[H-].[Na+].[CH3:10][Si:11]([CH3:18])([CH3:17])[CH2:12][CH2:13][O:14][CH2:15]Cl. Product: [CH3:10][Si:11]([CH3:18])([CH3:17])[CH2:12][CH2:13][O:14][CH2:15][N:1]1[CH:5]=[C:4]([CH:6]=[O:7])[N:3]=[CH:2]1. The catalyst class is: 9.